Dataset: Reaction yield outcomes from USPTO patents with 853,638 reactions. Task: Predict the reaction yield, written as a fraction of the theoretical maximum amount of product (1.0 means a 100% yield; for example, 0.34 means a 34% yield). (1) The reactants are C([S-])C.[Na+].[SH:5][CH2:6][CH2:7][C:8]1[CH:13]=[CH:12][CH:11]=[C:10]([C:14]2[CH:19]=[CH:18][CH:17]=[C:16]([C:20]([O-:22])=[O:21])[CH:15]=2)[C:9]=1[C:23]([O:25]C)=[O:24]. The catalyst is CN(C=O)C. The product is [SH:5][CH2:6][CH2:7][C:8]1[CH:13]=[CH:12][CH:11]=[C:10]([C:14]2[CH:19]=[CH:18][CH:17]=[C:16]([C:20]([OH:22])=[O:21])[CH:15]=2)[C:9]=1[C:23]([OH:25])=[O:24]. The yield is 0.570. (2) The reactants are [NH2:1][C:2]1[CH:7]=[C:6]([C:8]2[CH:13]=[CH:12][C:11]([Si](C)(C)C)=[C:10]([F:18])[CH:9]=2)[N:5]=[C:4]([C:19]([O:21][CH3:22])=[O:20])[C:3]=1[Cl:23].[I:24]Cl.[O-]S([O-])=O.[Na+].[Na+]. The catalyst is ClCCl. The product is [NH2:1][C:2]1[CH:7]=[C:6]([C:8]2[CH:13]=[CH:12][C:11]([I:24])=[C:10]([F:18])[CH:9]=2)[N:5]=[C:4]([C:19]([O:21][CH3:22])=[O:20])[C:3]=1[Cl:23]. The yield is 0.990. (3) The reactants are [C:1]([O:5][C:6]([C:8]1[CH:9]=[C:10]([C:14]2[C:19]([CH3:20])=[CH:18][CH:17]=[CH:16][N+:15]=2[O-])[CH:11]=[CH:12][CH:13]=1)=[O:7])([CH3:4])([CH3:3])[CH3:2].[N:22]1C=CC=CC=1.CS(OS(C)(=O)=O)(=O)=O.C(CN)O. The catalyst is C(#N)C.O. The product is [C:1]([O:5][C:6](=[O:7])[C:8]1[CH:13]=[CH:12][CH:11]=[C:10]([C:14]2[C:19]([CH3:20])=[CH:18][CH:17]=[C:16]([NH2:22])[N:15]=2)[CH:9]=1)([CH3:4])([CH3:3])[CH3:2]. The yield is 0.530. (4) The reactants are C(C(O)(CCC)C#CC(=O)C)(C)(C)C.CS(OS(C)(=O)=O)(=O)=O.[C:24]([C:28](O)([CH2:34][CH:35]([CH3:38])[CH2:36][CH3:37])[C:29]#[C:30][C:31](=[O:33])[CH3:32])([CH3:27])([CH3:26])[CH3:25].C(N(CC)CC)C.Cl. The catalyst is ClCCl. The product is [C:24](/[C:28](=[CH:34]/[CH:35]([CH3:38])[CH2:36][CH3:37])/[C:29]#[C:30][C:31](=[O:33])[CH3:32])([CH3:27])([CH3:26])[CH3:25]. The yield is 0.750. (5) The reactants are [Cl:1][C:2]1[CH:3]=[C:4]([O:8][P:9]([CH2:19][NH:20][S:21]([C:24]2[S:25][CH:26]=[CH:27][CH:28]=2)(=[O:23])=[O:22])(=[O:18])[O:10]C2C=CC=C(Cl)C=2)[CH:5]=[CH:6][CH:7]=1.[OH-].[Na+].O. The catalyst is O1CCOCC1. The product is [NH4+:20].[Cl:1][C:2]1[CH:3]=[C:4]([O:8][P:9]([CH2:19][NH:20][S:21]([C:24]2[S:25][CH:26]=[CH:27][CH:28]=2)(=[O:23])=[O:22])(=[O:10])[O-:18])[CH:5]=[CH:6][CH:7]=1. The yield is 0.400. (6) The reactants are Br[C:2]1[CH:3]=[C:4]2[C:9](=[CH:10][CH:11]=1)[CH:8]=[N:7][C:6]([Cl:12])=[CH:5]2.C([Sn](CCCC)(CCCC)[C:18]1[S:22][CH:21]=[N:20][CH:19]=1)CCC. The catalyst is COCCOC.CO.C1C=CC([P]([Pd]([P](C2C=CC=CC=2)(C2C=CC=CC=2)C2C=CC=CC=2)([P](C2C=CC=CC=2)(C2C=CC=CC=2)C2C=CC=CC=2)[P](C2C=CC=CC=2)(C2C=CC=CC=2)C2C=CC=CC=2)(C2C=CC=CC=2)C2C=CC=CC=2)=CC=1. The product is [Cl:12][C:6]1[N:7]=[CH:8][C:9]2[C:4]([CH:5]=1)=[CH:3][C:2]([C:18]1[S:22][CH:21]=[N:20][CH:19]=1)=[CH:11][CH:10]=2. The yield is 0.280. (7) The product is [Cl:12][C:13]1[N:18]=[CH:17][N+:16]([O-:9])=[C:15]2[CH2:19][CH2:20][C@@H:21]([CH3:22])[C:14]=12. The yield is 0.530. The reactants are C1C=C(Cl)C=C(C(OO)=[O:9])C=1.[Cl:12][C:13]1[C:14]2[C@H:21]([CH3:22])[CH2:20][CH2:19][C:15]=2[N:16]=[CH:17][N:18]=1.[O-]S([O-])(=S)=O.[Na+].[Na+].C([O-])([O-])=O.[Na+].[Na+]. The catalyst is C(Cl)(Cl)Cl.O.